From a dataset of Full USPTO retrosynthesis dataset with 1.9M reactions from patents (1976-2016). Predict the reactants needed to synthesize the given product. Given the product [CH3:20][N:17]1[C:18](=[O:19])[N:13]2[CH:12]=[N:11][C:10]([C:2]3[S:3][CH:4]=[C:5]([C:6]([NH:39][CH2:36][C:37]#[CH:38])=[O:8])[N:1]=3)=[C:14]2[N:15]=[N:16]1, predict the reactants needed to synthesize it. The reactants are: [NH:1]=[C:2]([C:10]1[N:11]=[CH:12][N:13]2[C:18](=[O:19])[N:17]([CH3:20])[N:16]=[N:15][C:14]=12)[S:3][CH2:4][C:5](=O)[C:6]([OH:8])=O.ClC(OCC(C)C)=O.C(N(CC)CC)C.[CH2:36]([NH2:39])[C:37]#[CH:38].